From a dataset of Full USPTO retrosynthesis dataset with 1.9M reactions from patents (1976-2016). Predict the reactants needed to synthesize the given product. (1) Given the product [C:12]([NH:1][C:2]1[CH:3]=[C:4]([CH:9]=[CH:10][N:11]=1)[C:5]([O:7][CH3:8])=[O:6])(=[O:16])[CH:13]([CH3:15])[CH3:14], predict the reactants needed to synthesize it. The reactants are: [NH2:1][C:2]1[CH:3]=[C:4]([CH:9]=[CH:10][N:11]=1)[C:5]([O:7][CH3:8])=[O:6].[C:12](Cl)(=[O:16])[CH:13]([CH3:15])[CH3:14]. (2) Given the product [CH2:17]([Si:3]([CH2:15][CH3:16])([CH2:1][CH3:2])[N:4]([CH2:8][C:9]1[CH:14]=[CH:13][CH:12]=[CH:11][CH:10]=1)[CH2:5][CH2:6][CH2:7][Si:20]([CH3:19])([O:24][CH2:25][CH3:26])[O:21][CH2:22][CH3:23])[CH3:18], predict the reactants needed to synthesize it. The reactants are: [CH2:1]([Si:3]([CH2:17][CH3:18])([CH2:15][CH3:16])[N:4]([CH2:8][C:9]1[CH:14]=[CH:13][CH:12]=[CH:11][CH:10]=1)[CH2:5][CH:6]=[CH2:7])[CH3:2].[CH3:19][SiH:20]([O:24][CH2:25][CH3:26])[O:21][CH2:22][CH3:23].